This data is from Full USPTO retrosynthesis dataset with 1.9M reactions from patents (1976-2016). The task is: Predict the reactants needed to synthesize the given product. (1) Given the product [NH2:14][C:13]1[C:8]([N:5]2[CH2:6][CH2:7][CH:2]([CH3:1])[CH2:3][CH2:4]2)=[N:9][C:10]([N:17]2[CH2:18][CH2:19][N:20]([C:23](=[O:31])[CH2:24][N:25]3[CH2:30][CH2:29][O:28][CH2:27][CH2:26]3)[CH2:21][CH2:22]2)=[CH:11][CH:12]=1, predict the reactants needed to synthesize it. The reactants are: [CH3:1][CH:2]1[CH2:7][CH2:6][N:5]([C:8]2[C:13]([N+:14]([O-])=O)=[CH:12][CH:11]=[C:10]([N:17]3[CH2:22][CH2:21][N:20]([C:23](=[O:31])[CH2:24][N:25]4[CH2:30][CH2:29][O:28][CH2:27][CH2:26]4)[CH2:19][CH2:18]3)[N:9]=2)[CH2:4][CH2:3]1.CCO.[NH4+].[Cl-].C([O-])(O)=O.[Na+]. (2) Given the product [CH3:53][N:54]1[CH2:59][CH2:58][CH:57]([O:52][C:38]2[CH:39]=[CH:40][C:41]([B:43]3[O:47][C:46]([CH3:48])([CH3:49])[C:45]([CH3:51])([CH3:50])[O:44]3)=[CH:42][C:37]=2[N+:34]([O-:36])=[O:35])[CH2:56][CH2:55]1, predict the reactants needed to synthesize it. The reactants are: CC(OC(/N=N/C(OC(C)C)=O)=O)C.C1C=CC(P(C2C=CC=CC=2)C2C=CC=CC=2)=CC=1.[N+:34]([C:37]1[CH:42]=[C:41]([B:43]2[O:47][C:46]([CH3:49])([CH3:48])[C:45]([CH3:51])([CH3:50])[O:44]2)[CH:40]=[CH:39][C:38]=1[OH:52])([O-:36])=[O:35].[CH3:53][N:54]1[CH2:59][CH2:58][CH:57](O)[CH2:56][CH2:55]1. (3) Given the product [NH2:1][C:2]1[N:7]=[CH:6][N:5]=[C:4]2[N:8]([CH:12]([C:14]3[C:15]([O:27][CH3:28])=[C:16]([CH:23]4[CH2:24][N:25]([C:37]([O:39][CH3:40])=[O:38])[CH2:26]4)[C:17]([C:18]#[N:19])=[C:20]([Cl:22])[CH:21]=3)[CH3:13])[N:9]=[C:10]([CH3:11])[C:3]=12, predict the reactants needed to synthesize it. The reactants are: [NH2:1][C:2]1[N:7]=[CH:6][N:5]=[C:4]2[N:8]([CH:12]([C:14]3[CH:21]=[C:20]([Cl:22])[C:17]([C:18]#[N:19])=[C:16]([CH:23]4[CH2:26][NH:25][CH2:24]4)[C:15]=3[O:27][CH3:28])[CH3:13])[N:9]=[C:10]([CH3:11])[C:3]=12.C(N(CC)CC)C.Cl[C:37]([O:39][CH3:40])=[O:38]. (4) Given the product [CH:40]1[C:39]2[CH:38]([CH2:37][O:36][C:34](=[O:35])[NH:33][C@H:29]([C:30](=[O:31])[NH:15][C:12]3[CH:13]=[CH:14][C:9]([O:8][CH2:1][C:2]4[CH:3]=[CH:4][CH:5]=[CH:6][CH:7]=4)=[C:10]([Cl:16])[CH:11]=3)[CH2:28][CH2:27][CH2:26][CH2:25][NH2:24])[C:50]3[C:45](=[CH:46][CH:47]=[CH:48][CH:49]=3)[C:44]=2[CH:43]=[CH:42][CH:41]=1, predict the reactants needed to synthesize it. The reactants are: [CH2:1]([O:8][C:9]1[CH:14]=[CH:13][C:12]([NH2:15])=[CH:11][C:10]=1[Cl:16])[C:2]1[CH:7]=[CH:6][CH:5]=[CH:4][CH:3]=1.C(OC([NH:24][CH2:25][CH2:26][CH2:27][CH2:28][C@H:29]([NH:33][C:34]([O:36][CH2:37][CH:38]1[C:50]2[CH:49]=[CH:48][CH:47]=[CH:46][C:45]=2[C:44]2[C:39]1=[CH:40][CH:41]=[CH:42][CH:43]=2)=[O:35])[C:30](O)=[O:31])=O)(C)(C)C. (5) Given the product [CH2:13]([O:12][C:10](=[O:11])[C:9](=[O:15])[CH2:8][S:6][C:2]1[NH:1][CH2:5][CH2:4][N:3]=1)[CH3:14], predict the reactants needed to synthesize it. The reactants are: [NH:1]1[CH2:5][CH2:4][NH:3][C:2]1=[S:6].Br[CH2:8][C:9](=[O:15])[C:10]([O:12][CH2:13][CH3:14])=[O:11].C(=O)([O-])[O-].[K+].[K+].[I-].[Na+]. (6) Given the product [C:28]([NH:27][CH2:26][C:8]1[N:4]2[CH:5]=[CH:6][N:7]=[C:2]([NH2:1])[C:3]2=[C:10]([C:11]2[CH:25]=[CH:24][C:14]([C:15]([NH:17][C:18]3[CH:23]=[CH:22][CH:21]=[CH:20][N:19]=3)=[O:16])=[CH:13][CH:12]=2)[N:9]=1)(=[O:31])[CH:29]=[CH2:30], predict the reactants needed to synthesize it. The reactants are: [NH2:1][C:2]1[C:3]2[N:4]([C:8]([CH2:26][NH2:27])=[N:9][C:10]=2[C:11]2[CH:25]=[CH:24][C:14]([C:15]([NH:17][C:18]3[CH:23]=[CH:22][CH:21]=[CH:20][N:19]=3)=[O:16])=[CH:13][CH:12]=2)[CH:5]=[CH:6][N:7]=1.[C:28](Cl)(=[O:31])[CH:29]=[CH2:30]. (7) Given the product [Cl:1][C:2]1[N:7]=[C:6]([NH:12][CH:9]([OH:19])[CH3:10])[CH:5]=[CH:4][N:3]=1, predict the reactants needed to synthesize it. The reactants are: [Cl:1][C:2]1[N:7]=[C:6](Cl)[CH:5]=[CH:4][N:3]=1.[CH:9]([N:12](C(C)C)CC)(C)[CH3:10].C(CN)[OH:19]. (8) The reactants are: [CH2:1]([C@@H:8]([CH2:12][CH2:13][C@H:14]([CH2:34][C:35]1[CH:40]=[CH:39][CH:38]=[CH:37][CH:36]=1)[C:15]([NH:17][C@H:18]1[CH2:24][CH2:23][S:22][C@H:21]2[CH2:25][CH2:26][CH2:27][C@@H:28]([C:29]([O:31][CH3:32])=[O:30])[N:20]2[C:19]1=[O:33])=[O:16])[C:9](O)=[O:10])[C:2]1[CH:7]=[CH:6][CH:5]=[CH:4][CH:3]=1.FC(F)(F)C(O)=O.[NH2:48][C@H:49]1[CH2:55][CH:54]=[CH:53][CH2:52][N:51]([C:56]2[CH:61]=[CH:60][CH:59]=[CH:58][CH:57]=2)[C:50]1=[O:62]. Given the product [CH2:34]([C@@H:14]([CH2:13][CH2:12][C@H:8]([CH2:1][C:2]1[CH:3]=[CH:4][CH:5]=[CH:6][CH:7]=1)[C:9](=[O:10])[NH:48][C@H:49]1[CH2:55][CH:54]=[CH:53][CH2:52][N:51]([C:56]2[CH:61]=[CH:60][CH:59]=[CH:58][CH:57]=2)[C:50]1=[O:62])[C:15]([NH:17][C@H:18]1[CH2:24][CH2:23][S:22][C@H:21]2[CH2:25][CH2:26][CH2:27][C@@H:28]([C:29]([O:31][CH3:32])=[O:30])[N:20]2[C:19]1=[O:33])=[O:16])[C:35]1[CH:40]=[CH:39][CH:38]=[CH:37][CH:36]=1, predict the reactants needed to synthesize it. (9) Given the product [NH:38]([C:35]([O:1][C:2]1[C:11]([CH2:12][CH2:13][C:14]([CH3:16])=[CH2:15])=[C:10]([O:17][CH3:18])[CH:9]=[C:8](/[CH:19]=[CH:20]/[C:21]2[CH:22]=[CH:23][CH:24]=[CH:25][CH:26]=2)[C:3]=1[C:4]([O:6][CH3:7])=[O:5])=[O:36])[NH2:39], predict the reactants needed to synthesize it. The reactants are: [OH:1][C:2]1[C:11]([CH2:12][CH2:13][C:14]([CH3:16])=[CH2:15])=[C:10]([O:17][CH3:18])[CH:9]=[C:8](/[CH:19]=[CH:20]/[C:21]2[CH:26]=[CH:25][CH:24]=[CH:23][CH:22]=2)[C:3]=1[C:4]([O:6][CH3:7])=[O:5].C(N(CC)CC)C.Cl[C:35](Cl)=[O:36].[NH2:38][NH2:39]. (10) Given the product [I:1][C:2]1[CH:9]=[CH:8][C:7]([C:10]([F:13])([F:12])[F:11])=[CH:6][C:3]=1[CH:4]=[O:26], predict the reactants needed to synthesize it. The reactants are: [I:1][C:2]1[CH:9]=[CH:8][C:7]([C:10]([F:13])([F:12])[F:11])=[CH:6][C:3]=1[C:4]#N.CC(C[AlH]CC(C)C)C.Cl.CC[O:26]CC.